Dataset: Catalyst prediction with 721,799 reactions and 888 catalyst types from USPTO. Task: Predict which catalyst facilitates the given reaction. (1) Reactant: C(OC(=O)[NH:10][C:11]1[C:12]([C:28]([NH:30][C:31]2[CH:32]=[N:33][CH:34]=[CH:35][C:36]=2[N:37]2[CH2:42][C@H:41]([CH3:43])[CH2:40][C@H:39]([NH2:44])[CH2:38]2)=[O:29])=[N:13][C:14]2[C:19]([CH:20]=1)=[CH:18][CH:17]=[C:16]([N:21]1[CH2:26][CH2:25][NH:24][C:23](=[O:27])[CH2:22]1)[CH:15]=2)C1C=CC=CC=1.[H][H]. Product: [NH2:10][C:11]1[C:12]([C:28]([NH:30][C:31]2[CH:32]=[N:33][CH:34]=[CH:35][C:36]=2[N:37]2[CH2:42][C@H:41]([CH3:43])[CH2:40][C@H:39]([NH2:44])[CH2:38]2)=[O:29])=[N:13][C:14]2[C:19]([CH:20]=1)=[CH:18][CH:17]=[C:16]([N:21]1[CH2:26][CH2:25][NH:24][C:23](=[O:27])[CH2:22]1)[CH:15]=2. The catalyst class is: 19. (2) Reactant: C[O:2][C:3](=[O:23])[C:4]1[C:5](=[C:10]([O:14][C:15]2[CH:20]=[CH:19][CH:18]=[CH:17][C:16]=2[O:21][CH3:22])[CH:11]=[CH:12][CH:13]=1)[C:6]([O:8]C)=[O:7].[OH-].[Na+]. Product: [CH3:22][O:21][C:16]1[CH:17]=[CH:18][CH:19]=[CH:20][C:15]=1[O:14][C:10]1[CH:11]=[CH:12][CH:13]=[C:4]([C:3]([OH:23])=[O:2])[C:5]=1[C:6]([OH:8])=[O:7]. The catalyst class is: 8. (3) Reactant: N(C(OC(C)C)=O)=NC(OC(C)C)=O.[F:15][C:16]1[CH:21]=[CH:20][C:19]([N:22]2[C:26]([C:27]([O:29][CH2:30][CH3:31])=[O:28])=[C:25]([OH:32])[C:24]([OH:33])=[C:23]2[C:34]([O:36][CH2:37][CH3:38])=[O:35])=[CH:18][CH:17]=1.[CH2:39]([O:46][CH2:47][CH2:48]O)[C:40]1[CH:45]=[CH:44][CH:43]=[CH:42][CH:41]=1.C1(P(C2C=CC=CC=2)C2C=CC=CC=2)C=CC=CC=1. Product: [CH2:39]([O:46][CH2:47][CH2:48][O:33][C:24]1[C:25]([OH:32])=[C:26]([C:27]([O:29][CH2:30][CH3:31])=[O:28])[N:22]([C:19]2[CH:20]=[CH:21][C:16]([F:15])=[CH:17][CH:18]=2)[C:23]=1[C:34]([O:36][CH2:37][CH3:38])=[O:35])[C:40]1[CH:45]=[CH:44][CH:43]=[CH:42][CH:41]=1. The catalyst class is: 2. (4) Reactant: [N:1]1([CH2:7][C:8]2[C:16]3[C:11](=[CH:12][C:13]([O:17][C:18]4[S:19][C:20]5[CH:26]=[CH:25][CH:24]=[CH:23][C:21]=5[N:22]=4)=[CH:14][CH:15]=3)[NH:10][CH:9]=2)[CH2:6][CH2:5][O:4][CH2:3][CH2:2]1.[H-].[Na+].[CH3:29]I. Product: [CH3:29][N:10]1[C:11]2[C:16](=[CH:15][CH:14]=[C:13]([O:17][C:18]3[S:19][C:20]4[CH:26]=[CH:25][CH:24]=[CH:23][C:21]=4[N:22]=3)[CH:12]=2)[C:8]([CH2:7][N:1]2[CH2:6][CH2:5][O:4][CH2:3][CH2:2]2)=[CH:9]1. The catalyst class is: 3. (5) Reactant: [Cl:1][C:2]1[CH:8]=[C:7]([O:9][C:10]2[C:11]3[N:18]([CH3:19])[CH:17]=[CH:16][C:12]=3[N:13]=[CH:14][N:15]=2)[CH:6]=[CH:5][C:3]=1[NH2:4].N1C=CC=CC=1.Cl[C:27](OC1C=CC=CC=1)=[O:28].[N:36]1([C:42]([C:44]2[CH:50]=[CH:49][C:47]([NH2:48])=[CH:46][C:45]=2[C:51]([F:54])([F:53])[F:52])=[O:43])[CH2:41][CH2:40][O:39][CH2:38][CH2:37]1. Product: [Cl:1][C:2]1[CH:8]=[C:7]([O:9][C:10]2[C:11]3[N:18]([CH3:19])[CH:17]=[CH:16][C:12]=3[N:13]=[CH:14][N:15]=2)[CH:6]=[CH:5][C:3]=1[NH:4][C:27]([NH:48][C:47]1[CH:49]=[CH:50][C:44]([C:42]([N:36]2[CH2:41][CH2:40][O:39][CH2:38][CH2:37]2)=[O:43])=[C:45]([C:51]([F:52])([F:54])[F:53])[CH:46]=1)=[O:28]. The catalyst class is: 60. (6) Reactant: [CH2:1]1[C@H:6]2[C:7]3[N:13]([CH2:14][C@@H:2]1[CH2:3][NH:4][CH2:5]2)[C:11](=[O:12])[CH:10]=[CH:9][CH:8]=3.[CH:15](=O)[C:16]1[CH:21]=[CH:20][CH:19]=[CH:18][CH:17]=1.C(O[BH-](OC(=O)C)OC(=O)C)(=O)C.[Na+]. Product: [CH2:1]1[C@H:6]2[C:7]3[N:13]([CH2:14][C@@H:2]1[CH2:3][N:4]([CH2:15][C:16]1[CH:21]=[CH:20][CH:19]=[CH:18][CH:17]=1)[CH2:5]2)[C:11](=[O:12])[CH:10]=[CH:9][CH:8]=3. The catalyst class is: 26.